From a dataset of Catalyst prediction with 721,799 reactions and 888 catalyst types from USPTO. Predict which catalyst facilitates the given reaction. (1) Reactant: [CH3:1][CH:2](O)[CH3:3].[Bi](Br)(Br)Br.[OH:9][CH:10]([C:12]1[CH:21]=[CH:20][C:15]([C:16]([O:18][CH3:19])=[O:17])=[CH:14][CH:13]=1)[CH3:11]. Product: [CH3:19][O:18][C:16](=[O:17])[C:15]1[CH:20]=[CH:21][C:12]([CH:10]([O:9][CH:2]([CH3:3])[CH3:1])[CH3:11])=[CH:13][CH:14]=1. The catalyst class is: 717. (2) Reactant: [CH3:1][O:2][C:3](=[O:17])[C@@H:4]1[CH2:8][C@H:7]([OH:9])[CH2:6][N:5]1[C:10]([O:12][C:13]([CH3:16])([CH3:15])[CH3:14])=[O:11].[N+:18]([C:21]1[CH:22]=[C:23]([S:27](Cl)(=[O:29])=[O:28])[CH:24]=[CH:25][CH:26]=1)([O-:20])=[O:19].CCN(CC)CC.C(OC(C)(C)C)=O. Product: [CH3:1][O:2][C:3]([C@@H:4]1[CH2:8][C@H:7]([O:9][S:27]([C:23]2[CH:24]=[CH:25][CH:26]=[C:21]([N+:18]([O-:20])=[O:19])[CH:22]=2)(=[O:28])=[O:29])[CH2:6][N:5]1[C:10]([O:12][C:13]([CH3:14])([CH3:16])[CH3:15])=[O:11])=[O:17]. The catalyst class is: 2.